Predict the reactants needed to synthesize the given product. From a dataset of Retrosynthesis with 50K atom-mapped reactions and 10 reaction types from USPTO. (1) Given the product NC(=O)C(O)Cn1cc(I)cn1, predict the reactants needed to synthesize it. The reactants are: COC(=O)C(O)Cn1cc(I)cn1.N. (2) Given the product CC(C)(CO)Nc1ccc([N+](=O)[O-])c(C(F)(F)F)c1, predict the reactants needed to synthesize it. The reactants are: CC(C)(N)CO.O=[N+]([O-])c1ccc(F)cc1C(F)(F)F. (3) Given the product CC(Oc1ccn(Cc2cccc(F)c2)c(=O)c1Br)c1ccccc1, predict the reactants needed to synthesize it. The reactants are: CC(Br)c1ccccc1.O=c1c(Br)c(O)ccn1Cc1cccc(F)c1. (4) Given the product COc1ccc(C#Cc2ccccc2C=O)cc1, predict the reactants needed to synthesize it. The reactants are: C#Cc1ccc(OC)cc1.O=Cc1ccccc1Br. (5) Given the product Cc1nc2c([N+](=O)[O-])cc(S(=O)(=O)N(C)C)cc2n1C, predict the reactants needed to synthesize it. The reactants are: CI.Cc1nc2c([N+](=O)[O-])cc(S(=O)(=O)N(C)C)cc2[nH]1. (6) Given the product CNS(=O)(=O)c1ccc(C(C)=O)cc1, predict the reactants needed to synthesize it. The reactants are: CC(=O)c1ccc(S(=O)(=O)Cl)cc1.CN.